This data is from NCI-60 drug combinations with 297,098 pairs across 59 cell lines. The task is: Regression. Given two drug SMILES strings and cell line genomic features, predict the synergy score measuring deviation from expected non-interaction effect. Drug 1: CCC1=C2CN3C(=CC4=C(C3=O)COC(=O)C4(CC)O)C2=NC5=C1C=C(C=C5)O. Drug 2: C1CNP(=O)(OC1)N(CCCl)CCCl. Cell line: SK-MEL-5. Synergy scores: CSS=25.6, Synergy_ZIP=-10.4, Synergy_Bliss=-6.12, Synergy_Loewe=-38.7, Synergy_HSA=-6.79.